From a dataset of Full USPTO retrosynthesis dataset with 1.9M reactions from patents (1976-2016). Predict the reactants needed to synthesize the given product. (1) Given the product [Cl:18][C:19]1[N:24]=[C:23]([C:12]2[CH:11]=[CH:10][N:9]=[C:8]([Cl:7])[C:13]=2[F:14])[CH:22]=[CH:21][N:20]=1, predict the reactants needed to synthesize it. The reactants are: C(=O)([O-])[O-].[Na+].[Na+].[Cl:7][C:8]1[C:13]([F:14])=[C:12](B(O)O)[CH:11]=[CH:10][N:9]=1.[Cl:18][C:19]1[N:24]=[C:23](Cl)[CH:22]=[CH:21][N:20]=1.B(O)O. (2) Given the product [Cl:14][C:8]1[CH:7]=[CH:6][C:5]2[N:4]=[C:3]([N:15]3[CH2:16][CH2:17][N:18]([C:21]([O:23][C:24]([CH3:26])([CH3:25])[CH3:27])=[O:22])[CH2:19][CH2:20]3)[C:2]3[N:1]=[CH:28][N:30]=[CH:12][C:11]=3[C:10]=2[CH:9]=1, predict the reactants needed to synthesize it. The reactants are: [NH2:1][C:2]1[C:3]([N:15]2[CH2:20][CH2:19][N:18]([C:21]([O:23][C:24]([CH3:27])([CH3:26])[CH3:25])=[O:22])[CH2:17][CH2:16]2)=[N:4][C:5]2[C:10]([C:11]=1[CH:12]=O)=[CH:9][C:8]([Cl:14])=[CH:7][CH:6]=2.[CH:28]([NH2:30])=O.C([O-])(O)=O.[Na+].